Dataset: NCI-60 drug combinations with 297,098 pairs across 59 cell lines. Task: Regression. Given two drug SMILES strings and cell line genomic features, predict the synergy score measuring deviation from expected non-interaction effect. Drug 1: CCCS(=O)(=O)NC1=C(C(=C(C=C1)F)C(=O)C2=CNC3=C2C=C(C=N3)C4=CC=C(C=C4)Cl)F. Drug 2: COC1=C(C=C2C(=C1)N=CN=C2NC3=CC(=C(C=C3)F)Cl)OCCCN4CCOCC4. Cell line: KM12. Synergy scores: CSS=12.0, Synergy_ZIP=-5.55, Synergy_Bliss=-7.73, Synergy_Loewe=-14.7, Synergy_HSA=-10.6.